This data is from Catalyst prediction with 721,799 reactions and 888 catalyst types from USPTO. The task is: Predict which catalyst facilitates the given reaction. Reactant: [F:1][C:2]1([F:30])[CH2:7][CH2:6][N:5]([C:8]([C:10]2[NH:11][C:12]3[C:17]([CH:18]=2)=[CH:16][C:15]([C:19]([N:21]2[CH2:26][CH2:25][N:24]([CH:27]([CH3:29])[CH3:28])[CH2:23][CH2:22]2)=[O:20])=[CH:14][CH:13]=3)=[O:9])[CH2:4][CH2:3]1.[CH3:31][C:32]1[CH:37]=[CH:36][C:35](B(O)O)=[CH:34][CH:33]=1.N1C=CC=CC=1. Product: [F:30][C:2]1([F:1])[CH2:7][CH2:6][N:5]([C:8]([C:10]2[N:11]([C:35]3[CH:36]=[CH:37][C:32]([CH3:31])=[CH:33][CH:34]=3)[C:12]3[C:17]([CH:18]=2)=[CH:16][C:15]([C:19]([N:21]2[CH2:22][CH2:23][N:24]([CH:27]([CH3:28])[CH3:29])[CH2:25][CH2:26]2)=[O:20])=[CH:14][CH:13]=3)=[O:9])[CH2:4][CH2:3]1. The catalyst class is: 221.